From a dataset of Full USPTO retrosynthesis dataset with 1.9M reactions from patents (1976-2016). Predict the reactants needed to synthesize the given product. (1) The reactants are: [N:1]1([NH:7][C:8]([C:10]2[CH:25]=[CH:24][C:13]3[O:14][C:15]4[CH:23]=[CH:22][CH:21]=[CH:20][C:16]=4[C:17](Cl)=[N:18][C:12]=3[CH:11]=2)=[O:9])[CH2:6][CH2:5][CH2:4][CH2:3][CH2:2]1.CN1C(=O)CCC1.[CH:33]1([Mg]Cl)[CH2:38][CH2:37][CH2:36][CH2:35][CH2:34]1.[NH4+].[Cl-]. Given the product [N:1]1([NH:7][C:8]([C:10]2[CH:25]=[CH:24][C:13]3[O:14][C:15]4[CH:23]=[CH:22][CH:21]=[CH:20][C:16]=4[C:17]([CH:33]4[CH2:38][CH2:37][CH2:36][CH2:35][CH2:34]4)=[N:18][C:12]=3[CH:11]=2)=[O:9])[CH2:6][CH2:5][CH2:4][CH2:3][CH2:2]1, predict the reactants needed to synthesize it. (2) Given the product [CH2:1]([N:8]1[C:9](=[O:10])[C@@H:11]2[C:14]3[CH:15]=[CH:16][CH:17]=[C:18]([C:19]([F:22])([F:21])[F:20])[C:13]=3[CH2:12][O:25][C@H:24]2[CH2:23]1)[C:2]1[CH:3]=[CH:4][CH:5]=[CH:6][CH:7]=1, predict the reactants needed to synthesize it. The reactants are: [CH2:1]([N:8]([CH2:23][CH:24]=[O:25])[C:9]([CH:11]1[C:14]2[CH:15]=[CH:16][CH:17]=[C:18]([C:19]([F:22])([F:21])[F:20])[C:13]=2[CH2:12]1)=[O:10])[C:2]1[CH:7]=[CH:6][CH:5]=[CH:4][CH:3]=1.ClC1C=CC=CC=1Cl.C(OCC)(=O)C. (3) The reactants are: [CH:1]1([CH2:7][C:8](=[O:24])[CH2:9][C:10]2[CH:15]=[C:14]([C:16]([CH3:19])([CH3:18])[CH3:17])[CH:13]=[C:12]([C:20]([CH3:23])([CH3:22])[CH3:21])[CH:11]=2)[CH2:6][CH2:5][CH2:4][CH2:3][CH2:2]1.[Br:25]Br.[O-]S([O-])=O.[Na+].[Na+]. Given the product [Br:25][CH:9]([C:10]1[CH:15]=[C:14]([C:16]([CH3:18])([CH3:17])[CH3:19])[CH:13]=[C:12]([C:20]([CH3:23])([CH3:22])[CH3:21])[CH:11]=1)[C:8](=[O:24])[CH2:7][CH:1]1[CH2:6][CH2:5][CH2:4][CH2:3][CH2:2]1, predict the reactants needed to synthesize it. (4) Given the product [CH3:1][S:2][C:3]1[CH:10]=[CH:9][C:6]([CH2:7][C:17]([CH2:16][CH2:15][C:14]([F:13])([F:22])[F:23])([C:18]#[N:19])[C:20]#[N:21])=[CH:5][CH:4]=1, predict the reactants needed to synthesize it. The reactants are: [CH3:1][S:2][C:3]1[CH:10]=[CH:9][C:6]([CH2:7]Br)=[CH:5][CH:4]=1.[H-].[Na+].[F:13][C:14]([F:23])([F:22])[CH2:15][CH2:16][CH:17]([C:20]#[N:21])[C:18]#[N:19]. (5) Given the product [F:36][CH:9]([F:8])[C:10]1[CH:35]=[N:34][C:13]2[N:14]=[C:15]([N:21]3[CH2:22][CH:23]([NH:25][CH3:26])[CH2:24]3)[C:16]3[N:17]([CH:18]=[N:19][N:20]=3)[C:12]=2[CH:11]=1, predict the reactants needed to synthesize it. The reactants are: C(O)(C(F)(F)F)=O.[F:8][CH:9]([F:36])[C:10]1[CH:35]=[N:34][C:13]2[N:14]=[C:15]([N:21]3[CH2:24][CH:23]([N:25](C)[C:26](=O)OC(C)(C)C)[CH2:22]3)[C:16]3[N:17]([CH:18]=[N:19][N:20]=3)[C:12]=2[CH:11]=1. (6) Given the product [F:2][C:3]1[CH:8]=[CH:7][C:6]([C:9](=[O:20])[C:10](=[CH:21][OH:22])[CH2:11][CH2:12][N:13]2[CH2:18][CH2:17][CH:16]([CH3:19])[CH2:15][CH2:14]2)=[CH:5][CH:4]=1, predict the reactants needed to synthesize it. The reactants are: [Na].[F:2][C:3]1[CH:8]=[CH:7][C:6]([C:9](=[O:20])[CH2:10][CH2:11][CH2:12][N:13]2[CH2:18][CH2:17][CH:16]([CH3:19])[CH2:15][CH2:14]2)=[CH:5][CH:4]=1.[CH:21](OCC)=[O:22].O1CCCC1.